This data is from Full USPTO retrosynthesis dataset with 1.9M reactions from patents (1976-2016). The task is: Predict the reactants needed to synthesize the given product. (1) Given the product [O:1]1[CH:5]=[CH:4][CH:3]=[C:2]1[C:11]1[C:10]([C:2]2[O:1][CH:5]=[CH:4][CH:3]=2)=[CH:15][C:14]([CH2:16][N:17]2[CH:21]=[CH:20][N:19]=[CH:18]2)=[CH:13][N:12]=1, predict the reactants needed to synthesize it. The reactants are: [O:1]1[CH:5]=[CH:4][CH:3]=[C:2]1B(O)O.Br[C:10]1[C:11](Cl)=[N:12][CH:13]=[C:14]([CH2:16][N:17]2[CH:21]=[CH:20][N:19]=[CH:18]2)[CH:15]=1. (2) Given the product [CH:4]1([C:5]([C:7]2[CH:8]=[CH:9][C:10]([CH2:13][C:14]([OH:15])=[O:20])=[CH:11][CH:12]=2)=[O:6])[CH2:3][CH2:2]1, predict the reactants needed to synthesize it. The reactants are: Cl[CH2:2][CH2:3][CH2:4][C:5]([C:7]1[CH:12]=[CH:11][C:10]([CH2:13][C:14](N(OC)C)=[O:15])=[CH:9][CH:8]=1)=[O:6].[OH-:20].[K+].Cl. (3) Given the product [C:1]([O:5][C:6](=[O:36])[NH:7][C@@H:8]1[C@@H:13]([OH:14])[C@H:12]([CH2:15][C:16]2[CH:21]=[C:20]([O:22][C@H:23]([CH2:28][O:29][CH3:30])[C:24]([F:25])([F:27])[F:26])[C:19]([NH2:31])=[C:18]([F:34])[CH:17]=2)[CH2:11][S@@:10](=[O:35])[CH2:9]1)([CH3:4])([CH3:2])[CH3:3], predict the reactants needed to synthesize it. The reactants are: [C:1]([O:5][C:6](=[O:36])[NH:7][C@@H:8]1[C@@H:13]([OH:14])[C@H:12]([CH2:15][C:16]2[CH:21]=[C:20]([O:22][C@H:23]([CH2:28][O:29][CH3:30])[C:24]([F:27])([F:26])[F:25])[C:19]([N+:31]([O-])=O)=[C:18]([F:34])[CH:17]=2)[CH2:11][S@@:10](=[O:35])[CH2:9]1)([CH3:4])([CH3:3])[CH3:2]. (4) Given the product [Cl:33][C:7]1[C:6]2[C:11](=[CH:12][C:3]([O:2][CH3:1])=[CH:4][C:5]=2[O:14][CH:15]2[CH2:20][CH2:19][N:18]([CH3:21])[CH2:17][CH2:16]2)[N:10]=[CH:9][N:8]=1, predict the reactants needed to synthesize it. The reactants are: [CH3:1][O:2][C:3]1[CH:12]=[C:11]2[C:6]([C:7](=O)[NH:8][CH:9]=[N:10]2)=[C:5]([O:14][CH:15]2[CH2:20][CH2:19][N:18]([CH3:21])[CH2:17][CH2:16]2)[CH:4]=1.C(N(C(C)C)CC)(C)C.P(Cl)(Cl)([Cl:33])=O. (5) The reactants are: O1CCCC1.[CH2:6]([O:8][C:9](=[O:16])[C@H:10]1[CH2:14][CH2:13][C:12](=[O:15])[NH:11]1)[CH3:7].[C:17](O[C:17]([O:19][C:20]([CH3:23])([CH3:22])[CH3:21])=[O:18])([O:19][C:20]([CH3:23])([CH3:22])[CH3:21])=[O:18].N1C=CN=C1. Given the product [CH3:7][CH2:6][O:8][C:9]([C@H:10]1[CH2:14][CH2:13][C:12](=[O:15])[N:11]1[C:17]([O:19][C:20]([CH3:23])([CH3:22])[CH3:21])=[O:18])=[O:16], predict the reactants needed to synthesize it. (6) Given the product [F:30][C:16]1[CH:17]=[C:18]2[C:13](=[CH:14][CH:15]=1)[N:12]=[C:11]([CH:9]([NH:8][C:6](=[O:7])[O:5][C:1]([CH3:3])([CH3:4])[CH3:2])[CH3:10])[C:20]([C:21]1[CH:26]=[CH:25][CH:24]=[CH:23][N:22]=1)=[C:19]2[C:27](=[O:29])[NH:36][CH3:35], predict the reactants needed to synthesize it. The reactants are: [C:1]([O:5][C:6]([NH:8][CH:9]([C:11]1[C:20]([C:21]2[CH:26]=[CH:25][CH:24]=[CH:23][N:22]=2)=[C:19]([C:27]([OH:29])=O)[C:18]2[C:13](=[CH:14][CH:15]=[C:16]([F:30])[CH:17]=2)[N:12]=1)[CH3:10])=[O:7])([CH3:4])([CH3:3])[CH3:2].CN.C1C[N:36]([P+](ON2N=NC3C=CC=CC2=3)(N2CCCC2)N2CCCC2)[CH2:35]C1.F[P-](F)(F)(F)(F)F.CCN(C(C)C)C(C)C. (7) Given the product [CH:5]1[C:4]([OH:7])=[CH:3][CH:2]=[C:1]([S:9]([O-:11])(=[O:10])=[O:8])[CH:6]=1.[CH:5]1[C:4]([OH:7])=[CH:3][CH:2]=[C:1]([S:9]([O-:11])(=[O:10])=[O:8])[CH:6]=1.[Ca+2:13], predict the reactants needed to synthesize it. The reactants are: [CH:1]1[CH:6]=[CH:5][C:4]([OH:7])=[CH:3][CH:2]=1.[OH:8][S:9]([O-:11])=[O:10].[OH-].[Ca+2:13].[OH-]. (8) Given the product [CH3:37][N:36]([CH2:38][CH2:39][NH:40][C:10](=[O:11])[C:9]1[CH:13]=[CH:14][C:6](/[CH:5]=[CH:4]/[CH:3]([C:19]2[CH:20]=[C:21]([Cl:27])[C:22]([Cl:26])=[C:23]([Cl:25])[CH:24]=2)[C:2]([F:29])([F:1])[F:28])=[CH:7][C:8]=1[C:15]([F:16])([F:18])[F:17])[C:35](=[O:41])[O:34][C:30]([CH3:33])([CH3:31])[CH3:32], predict the reactants needed to synthesize it. The reactants are: [F:1][C:2]([F:29])([F:28])[CH:3]([C:19]1[CH:24]=[C:23]([Cl:25])[C:22]([Cl:26])=[C:21]([Cl:27])[CH:20]=1)/[CH:4]=[CH:5]/[C:6]1[CH:14]=[CH:13][C:9]([C:10](O)=[O:11])=[C:8]([C:15]([F:18])([F:17])[F:16])[CH:7]=1.[C:30]([O:34][C:35](=[O:41])[N:36]([CH2:38][CH2:39][NH2:40])[CH3:37])([CH3:33])([CH3:32])[CH3:31].O.N1(O)C2C=CC=CC=2N=N1.C(N(C(C)C)C(C)C)C. (9) Given the product [F:20][P-:21]([F:26])([F:25])([F:24])([F:23])[F:22].[F:1][C:2]1[CH:7]=[CH:6][CH:5]=[C:4]([F:8])[C:3]=1[NH+:9]1[CH:29]=[C:30]([C:31]2[C:36]([F:37])=[CH:35][CH:34]=[CH:33][C:32]=2[F:38])[N:11]([C:12]2[C:13]([F:19])=[CH:14][CH:15]=[CH:16][C:17]=2[F:18])[NH:10]1, predict the reactants needed to synthesize it. The reactants are: [F:1][C:2]1[CH:7]=[CH:6][CH:5]=[C:4]([F:8])[C:3]=1[N:9]=[N:10][NH:11][C:12]1[C:17]([F:18])=[CH:16][CH:15]=[CH:14][C:13]=1[F:19].[F:20][P-:21]([F:26])([F:25])([F:24])([F:23])[F:22].[K+].Br/[CH:29]=[CH:30]\[C:31]1[C:36]([F:37])=[CH:35][CH:34]=[CH:33][C:32]=1[F:38].ClOC(C)(C)C.